This data is from Forward reaction prediction with 1.9M reactions from USPTO patents (1976-2016). The task is: Predict the product of the given reaction. (1) Given the reactants Cl[C:2]1[N:7]=[C:6]([C:8]2[S:12][C:11]3[C:13]([C:17]4[C:22]([CH3:23])=[CH:21][N:20]=[C:19]([F:24])[CH:18]=4)=[CH:14][CH:15]=[CH:16][C:10]=3[CH:9]=2)[C:5]([F:25])=[CH:4][N:3]=1.[N:26]1([CH2:31][CH2:32][NH2:33])[CH:30]=[CH:29][N:28]=[N:27]1, predict the reaction product. The product is: [N:26]1([CH2:31][CH2:32][NH:33][C:2]2[N:7]=[C:6]([C:8]3[S:12][C:11]4[C:13]([C:17]5[C:22]([CH3:23])=[CH:21][N:20]=[C:19]([F:24])[CH:18]=5)=[CH:14][CH:15]=[CH:16][C:10]=4[CH:9]=3)[C:5]([F:25])=[CH:4][N:3]=2)[CH:30]=[CH:29][N:28]=[N:27]1. (2) Given the reactants [CH:1](=[O:5])[CH2:2][CH2:3][CH3:4].[Cl:6][C:7]1[CH:17]=[CH:16][C:10](/[CH:11]=[CH:12]/[N+:13]([O-:15])=[O:14])=[CH:9][CH:8]=1.CCOCC.[Na+].[Cl-], predict the reaction product. The product is: [Cl:6][C:7]1[CH:17]=[CH:16][C:10]([C@@H:11]([C:1](=[O:5])[CH2:2][CH2:3][CH3:4])[CH2:12][N+:13]([O-:15])=[O:14])=[CH:9][CH:8]=1. (3) Given the reactants [CH3:1][C:2]1[CH:22]=[C:21]([CH3:23])[CH:20]=[C:19]([CH3:24])[C:3]=1[C:4]([NH:6][C:7]1[S:8][C:9]2[C:15]([N+:16]([O-])=O)=[CH:14][CH:13]=[CH:12][C:10]=2[N:11]=1)=[O:5], predict the reaction product. The product is: [NH2:16][C:15]1[C:9]2[S:8][C:7]([NH:6][C:4](=[O:5])[C:3]3[C:19]([CH3:24])=[CH:20][C:21]([CH3:23])=[CH:22][C:2]=3[CH3:1])=[N:11][C:10]=2[CH:12]=[CH:13][CH:14]=1. (4) Given the reactants [Br:1][C:2]1[CH:10]=[CH:9][C:8]2[NH:7][C:6]3[C:11](Cl)=[N:12][C:13]([Cl:15])=[N:14][C:5]=3[C:4]=2[CH:3]=1.[CH3:17][CH2:18][O-:19].[Na+], predict the reaction product. The product is: [Br:1][C:2]1[CH:10]=[CH:9][C:8]2[NH:7][C:6]3[C:11]([O:19][CH2:18][CH3:17])=[N:12][C:13]([Cl:15])=[N:14][C:5]=3[C:4]=2[CH:3]=1. (5) Given the reactants [CH3:1][O:2][C:3]1[CH:8]=[C:7]([N+:9]([O-:11])=[O:10])[CH:6]=[CH:5][C:4]=1[N:12]1[CH2:17][CH2:16][NH:15][CH2:14][CH2:13]1.[C:18](O)(=[O:22])[C@H:19]([CH3:21])[OH:20].CCN(C(C)C)C(C)C.CN(C(ON1N=NC2C=CC=NC1=2)=[N+](C)C)C.F[P-](F)(F)(F)(F)F, predict the reaction product. The product is: [OH:20][C@@H:19]([CH3:21])[C:18]([N:15]1[CH2:16][CH2:17][N:12]([C:4]2[CH:5]=[CH:6][C:7]([N+:9]([O-:11])=[O:10])=[CH:8][C:3]=2[O:2][CH3:1])[CH2:13][CH2:14]1)=[O:22]. (6) Given the reactants Br[CH2:2][CH:3]1[C:11]2[C:6](=[C:7]([N+:12]([O-:14])=[O:13])[CH:8]=[CH:9][CH:10]=2)[C:5](=[O:15])[O:4]1.[C:16]([C:20]1[CH:26]=[CH:25][C:23]([NH2:24])=[CH:22][CH:21]=1)([CH3:19])([CH3:18])[CH3:17].CCOC(C)=O, predict the reaction product. The product is: [C:16]([C:20]1[CH:21]=[CH:22][C:23]([N:24]2[C:3]([OH:4])([CH3:2])[C:11]3[C:6](=[C:7]([N+:12]([O-:14])=[O:13])[CH:8]=[CH:9][CH:10]=3)[C:5]2=[O:15])=[CH:25][CH:26]=1)([CH3:19])([CH3:17])[CH3:18]. (7) Given the reactants [NH2:1][C:2]1[CH:3]=[C:4]([CH2:8][C:9]([O:11][CH3:12])=[O:10])[CH:5]=[CH:6][CH:7]=1.[CH3:13]CN(C(C)C)C(C)C.Cl[C:23]([O:25][CH2:26][C:27]1[CH:32]=[CH:31][CH:30]=[CH:29][CH:28]=1)=[O:24], predict the reaction product. The product is: [CH2:26]([O:25][C:23]([NH:1][C:2]1[CH:3]=[C:4]([CH2:8][C:9]([O:11][CH2:12][CH3:13])=[O:10])[CH:5]=[CH:6][CH:7]=1)=[O:24])[C:27]1[CH:32]=[CH:31][CH:30]=[CH:29][CH:28]=1.